From a dataset of Full USPTO retrosynthesis dataset with 1.9M reactions from patents (1976-2016). Predict the reactants needed to synthesize the given product. (1) Given the product [Cl:19][C:20]1[CH:25]=[CH:24][C:23]([N:3]2[CH:4]=[C:5]([C:7]#[C:8][C:9]3[CH:14]=[CH:13][CH:12]=[C:11]([C:15]([F:18])([F:16])[F:17])[CH:10]=3)[N:6]=[C:2]2[CH3:1])=[CH:22][N:21]=1, predict the reactants needed to synthesize it. The reactants are: [CH3:1][C:2]1[NH:3][CH:4]=[C:5]([C:7]#[C:8][C:9]2[CH:14]=[CH:13][CH:12]=[C:11]([C:15]([F:18])([F:17])[F:16])[CH:10]=2)[N:6]=1.[Cl:19][C:20]1[CH:25]=[CH:24][C:23](F)=[CH:22][N:21]=1. (2) The reactants are: [Cl:1][C:2]1[C:7]2[S:8][CH:9]=[C:10]([CH2:11][O:12][C@@H:13]([C:20]3[CH:25]=[CH:24][C:23]([Cl:26])=[CH:22][C:21]=3[Cl:27])[CH2:14][N:15]3[CH:19]=[CH:18][N:17]=[CH:16]3)[C:6]=2[CH:5]=[CH:4][CH:3]=1.O.[N+:29]([O-:32])([OH:31])=[O:30]. Given the product [N+:29]([O-:32])([OH:31])=[O:30].[Cl:1][C:2]1[C:7]2[S:8][CH:9]=[C:10]([CH2:11][O:12][C@@H:13]([C:20]3[CH:25]=[CH:24][C:23]([Cl:26])=[CH:22][C:21]=3[Cl:27])[CH2:14][N:15]3[CH:19]=[CH:18][N:17]=[CH:16]3)[C:6]=2[CH:5]=[CH:4][CH:3]=1, predict the reactants needed to synthesize it.